Dataset: Forward reaction prediction with 1.9M reactions from USPTO patents (1976-2016). Task: Predict the product of the given reaction. Given the reactants Cl[C:2]1[N:3]=[C:4]([N:11]2[CH2:16][CH2:15][CH:14]([CH2:17][C:18]([O:20][CH2:21][CH3:22])=[O:19])[CH2:13][CH2:12]2)[C:5]2[CH:10]=[CH:9][NH:8][C:6]=2[N:7]=1.[NH2:23][C:24]1[CH:25]=[C:26]2[C:31](=[CH:32][CH:33]=1)[NH:30][C:29](=[O:34])[CH2:28][CH2:27]2.C[Si](Cl)(C)C.[CH2:40](O)[CH2:41]CC, predict the reaction product. The product is: [O:34]=[C:29]1[CH2:28][CH2:27][C:26]2[C:31](=[CH:32][CH:33]=[C:24]([NH:23][C:2]3[N:3]=[C:4]([N:11]4[CH2:16][CH2:15][CH:14]([CH2:17][C:18]([O:20][CH2:21][CH2:22][CH2:40][CH3:41])=[O:19])[CH2:13][CH2:12]4)[C:5]4[CH:10]=[CH:9][NH:8][C:6]=4[N:7]=3)[CH:25]=2)[NH:30]1.